Task: Predict the reactants needed to synthesize the given product.. Dataset: Full USPTO retrosynthesis dataset with 1.9M reactions from patents (1976-2016) (1) Given the product [F:9][C:8]([F:11])([F:10])[C:5]1[N:6]=[CH:7][C:2]([NH:12][C@H:13]2[CH2:17][CH2:16][CH2:15][C@@H:14]2[NH:18][C:19](=[O:25])[O:20][C:21]([CH3:23])([CH3:22])[CH3:24])=[N:3][CH:4]=1, predict the reactants needed to synthesize it. The reactants are: Cl[C:2]1[CH:7]=[N:6][C:5]([C:8]([F:11])([F:10])[F:9])=[CH:4][N:3]=1.[NH2:12][C@H:13]1[CH2:17][CH2:16][CH2:15][C@@H:14]1[NH:18][C:19](=[O:25])[O:20][C:21]([CH3:24])([CH3:23])[CH3:22].CCN(C(C)C)C(C)C. (2) Given the product [CH2:1]([N:8]1[CH:12]=[C:11]([C:13]2[C:18]3[C:19]([C:22]4[CH:27]=[CH:26][CH:25]=[CH:24][CH:23]=4)=[N:20][O:21][C:17]=3[C:16]([OH:28])=[C:15]([C:29]([NH:34][CH2:35][C:36]([OH:38])=[O:37])=[O:30])[N:14]=2)[N:10]=[N:9]1)[C:2]1[CH:3]=[CH:4][CH:5]=[CH:6][CH:7]=1, predict the reactants needed to synthesize it. The reactants are: [CH2:1]([N:8]1[CH:12]=[C:11]([C:13]2[C:18]3[C:19]([C:22]4[CH:27]=[CH:26][CH:25]=[CH:24][CH:23]=4)=[N:20][O:21][C:17]=3[C:16]([OH:28])=[C:15]([C:29](OCC)=[O:30])[N:14]=2)[N:10]=[N:9]1)[C:2]1[CH:7]=[CH:6][CH:5]=[CH:4][CH:3]=1.[NH2:34][CH2:35][C:36]([OH:38])=[O:37].[O-]CC.[Na+].Cl.